This data is from Forward reaction prediction with 1.9M reactions from USPTO patents (1976-2016). The task is: Predict the product of the given reaction. (1) Given the reactants [NH2:1][C:2]1[NH:7][C:6]2[NH:8][CH:9]=[C:10]([CH2:11][CH2:12][C:13]3[CH:30]=[CH:29][C:16]([C:17]([NH:19][C@H:20]([C:26]([OH:28])=[O:27])[CH2:21][CH2:22][C:23]([OH:25])=[O:24])=[O:18])=[CH:15][CH:14]=3)[C:5]=2[C:4](=[O:31])[N:3]=1.O.[OH-].[Na+:34].Cl, predict the reaction product. The product is: [Na+:34].[Na+:34].[NH2:1][C:2]1[NH:7][C:6]2[NH:8][CH:9]=[C:10]([CH2:11][CH2:12][C:13]3[CH:14]=[CH:15][C:16]([C:17]([NH:19][C@H:20]([C:26]([O-:28])=[O:27])[CH2:21][CH2:22][C:23]([O-:25])=[O:24])=[O:18])=[CH:29][CH:30]=3)[C:5]=2[C:4](=[O:31])[N:3]=1. (2) The product is: [CH3:34][O:33][C:30]1[C:29]2[N:28]([CH2:35][C:36]3[CH:37]=[N:38][C:39]([C:42]4[CH:46]=[CH:45][S:44][CH:43]=4)=[CH:40][CH:41]=3)[C:27](=[O:47])[CH2:26][CH2:25][C:24]=2[C:23]([CH:19]=[O:18])=[CH:32][CH:31]=1. Given the reactants C1(C)C=CC(S([O-])(=O)=O)=CC=1.[NH+]1C=CC=CC=1.[O:18]1CCO[CH:19]1[C:23]1[CH:32]=[CH:31][C:30]([O:33][CH3:34])=[C:29]2[C:24]=1[CH2:25][CH2:26][C:27](=[O:47])[N:28]2[CH2:35][C:36]1[CH:37]=[N:38][C:39]([C:42]2[CH:46]=[CH:45][S:44][CH:43]=2)=[CH:40][CH:41]=1, predict the reaction product.